This data is from Reaction yield outcomes from USPTO patents with 853,638 reactions. The task is: Predict the reaction yield, written as a fraction of the theoretical maximum amount of product (1.0 means a 100% yield; for example, 0.34 means a 34% yield). (1) The reactants are [CH3:1][O:2][C:3](=[O:16])[CH2:4][C:5]1[CH:10]=[CH:9][C:8]([O:11][CH3:12])=[CH:7][C:6]=1[N+:13]([O-])=O.[C:17](OC(=O)C)(=[O:19])[CH3:18]. The catalyst is C(O)(=O)C.[Zn]. The product is [CH3:1][O:2][C:3](=[O:16])[CH2:4][C:5]1[CH:10]=[CH:9][C:8]([O:11][CH3:12])=[CH:7][C:6]=1[NH:13][C:17](=[O:19])[CH3:18]. The yield is 0.680. (2) The reactants are [Br:1][C:2]1[CH:7]=[CH:6][C:5]([CH2:8][C:9]([OH:11])=O)=[CH:4][CH:3]=1.[CH:12]([N:15]([CH:18]([CH3:20])C)[CH2:16]C)(C)C.F[P-](F)(F)(F)(F)F.Br[P+]([N:40]1[CH2:44][CH2:43][CH2:42][CH2:41]1)([N:40]1[CH2:44][CH2:43][CH2:42][CH2:41]1)[N:40]1[CH2:44][CH2:43][CH2:42][CH2:41]1.[ClH:45].C(O[CH2:49][CH3:50])C. The catalyst is C(Cl)Cl.CCCCCCC. The product is [ClH:45].[CH3:4][C:3]1[CH:41]=[CH:42][C:43]([CH2:44][N:40]([CH:50]2[CH2:49][CH2:16][N:15]([CH3:12])[CH2:18][CH2:20]2)[C:9](=[O:11])[CH2:8][C:5]2[CH:4]=[CH:3][C:2]([Br:1])=[CH:7][CH:6]=2)=[CH:7][CH:2]=1. The yield is 0.250. (3) The catalyst is O1CCCC1.O. The reactants are [Cl:1][C:2]1[N:11]=[C:10](Cl)[C:9]2[C:4](=[CH:5][C:6]([O:15][CH3:16])=[C:7]([O:13][CH3:14])[CH:8]=2)[N:3]=1.[CH3:17][O:18][C:19]1[CH:26]=[CH:25][C:22]([NH:23][CH3:24])=[CH:21][CH:20]=1.C([O-])(=O)C.[Na+]. The yield is 0.600. The product is [Cl:1][C:2]1[N:11]=[C:10]([N:23]([C:22]2[CH:25]=[CH:26][C:19]([O:18][CH3:17])=[CH:20][CH:21]=2)[CH3:24])[C:9]2[C:4](=[CH:5][C:6]([O:15][CH3:16])=[C:7]([O:13][CH3:14])[CH:8]=2)[N:3]=1. (4) The reactants are [C:1]([O:5][C:6]([N:8]1[CH2:13][CH:12]=[C:11]([C:14]2[C:22]3[S:21][C:20]([NH2:23])=[N:19][C:18]=3[C:17]([O:24][CH3:25])=[CH:16][CH:15]=2)[CH2:10][CH2:9]1)=[O:7])([CH3:4])([CH3:3])[CH3:2].O1CCOCC1.C(N(CC)CC)C.[N:39]1([C:45](Cl)=[O:46])[CH2:44][CH2:43][O:42][CH2:41][CH2:40]1. The catalyst is O. The product is [C:1]([O:5][C:6]([N:8]1[CH2:9][CH:10]=[C:11]([C:14]2[C:22]3[S:21][C:20]([NH:23][C:45]([N:39]4[CH2:44][CH2:43][O:42][CH2:41][CH2:40]4)=[O:46])=[N:19][C:18]=3[C:17]([O:24][CH3:25])=[CH:16][CH:15]=2)[CH2:12][CH2:13]1)=[O:7])([CH3:4])([CH3:3])[CH3:2]. The yield is 0.690.